This data is from Full USPTO retrosynthesis dataset with 1.9M reactions from patents (1976-2016). The task is: Predict the reactants needed to synthesize the given product. Given the product [CH3:13][O:15][C:9](=[O:18])[C:7]1[CH:6]=[CH:5][N:4]=[C:3]([C:2]([F:12])([F:11])[F:1])[CH:8]=1, predict the reactants needed to synthesize it. The reactants are: [F:1][C:2]([F:12])([F:11])[C:3]1[CH:8]=[C:7]([C:9]#N)[CH:6]=[CH:5][N:4]=1.[C:13](Cl)(=[O:15])C.C[OH:18].